Task: Predict the product of the given reaction.. Dataset: Forward reaction prediction with 1.9M reactions from USPTO patents (1976-2016) Given the reactants [F:1][C:2]1[CH:10]=[C:9]2[C:5]([C:6](I)=[N:7][NH:8]2)=[CH:4][C:3]=1[C:12]1[CH:13]=[C:14]([CH2:18][N:19]([CH3:21])[CH3:20])[CH:15]=[N:16][CH:17]=1.[H-].[Na+].C([Mg]Cl)(C)C.N1(C=O)CC[O:32][CH2:31]C1, predict the reaction product. The product is: [CH3:20][N:19]([CH2:18][C:14]1[CH:13]=[C:12]([C:3]2[CH:4]=[C:5]3[C:9](=[CH:10][C:2]=2[F:1])[NH:8][N:7]=[C:6]3[CH:31]=[O:32])[CH:17]=[N:16][CH:15]=1)[CH3:21].